Dataset: Peptide-MHC class I binding affinity with 185,985 pairs from IEDB/IMGT. Task: Regression. Given a peptide amino acid sequence and an MHC pseudo amino acid sequence, predict their binding affinity value. This is MHC class I binding data. (1) The MHC is HLA-A02:02 with pseudo-sequence HLA-A02:02. The binding affinity (normalized) is 1.00. The peptide sequence is ILSCIFAFI. (2) The peptide sequence is FTDGVCLFW. The MHC is HLA-B40:01 with pseudo-sequence HLA-B40:01. The binding affinity (normalized) is 0.0847. (3) The peptide sequence is PLARTAKVK. The MHC is HLA-A03:01 with pseudo-sequence HLA-A03:01. The binding affinity (normalized) is 0.230.